Dataset: Forward reaction prediction with 1.9M reactions from USPTO patents (1976-2016). Task: Predict the product of the given reaction. (1) Given the reactants [CH3:1][C:2]([O:4][C@H:5]1[C:14]2[C@@:15]3([CH3:30])[C@@H:26]([CH2:27][O:28][CH3:29])[O:25][C:23](=[O:24])[C:17]4=[CH:18][O:19][C:20]([C:21](=[O:22])[C:13]=2[C@@H:8]2[CH2:9][CH2:10][C@H:11]([OH:12])[C@@:7]2([CH3:31])[CH2:6]1)=[C:16]34)=[O:3].[CH2:32]([NH:39][CH2:40][CH2:41][C:42]#[N:43])[C:33]1[CH:38]=[CH:37][CH:36]=[CH:35][CH:34]=1, predict the reaction product. The product is: [CH2:32]([N:39]([CH:18]=[C:17]1[C:16]2[C:15]([CH3:30])([C:14]3[CH:5]([O:4][C:2](=[O:3])[CH3:1])[CH2:6][C:7]4([CH3:31])[CH:8]([C:13]=3[C:21](=[O:22])[C:20]=2[OH:19])[CH2:9][CH2:10][CH:11]4[OH:12])[CH:26]([CH2:27][O:28][CH3:29])[O:25][C:23]1=[O:24])[CH2:40][CH2:41][C:42]#[N:43])[C:33]1[CH:38]=[CH:37][CH:36]=[CH:35][CH:34]=1. (2) Given the reactants CN(C)C=O.C(=O)([O-])[O-].[K+].[K+].[CH3:12][O:13][C:14](=[O:32])[C@@H:15]([CH2:24][C:25]1[CH:30]=[CH:29][C:28]([OH:31])=[CH:27][CH:26]=1)[NH:16][C:17]([O:19][C:20]([CH3:23])([CH3:22])[CH3:21])=[O:18].F[C:34]1[CH:47]=[CH:46][C:37]([C:38]([C:40]2[CH:45]=[CH:44][CH:43]=[CH:42][CH:41]=2)=[O:39])=[CH:36][CH:35]=1, predict the reaction product. The product is: [CH3:12][O:13][C:14](=[O:32])[C@H:15]([NH:16][C:17]([O:19][C:20]([CH3:23])([CH3:21])[CH3:22])=[O:18])[CH2:24][C:25]1[CH:30]=[CH:29][C:28]([O:31][C:43]2[CH:44]=[CH:45][C:40]([C:38](=[O:39])[C:37]3[CH:46]=[CH:47][CH:34]=[CH:35][CH:36]=3)=[CH:41][CH:42]=2)=[CH:27][CH:26]=1. (3) Given the reactants [Br:1][C:2]1[CH:3]=[C:4]2[C:9](=[CH:10][CH:11]=1)[N:8]([CH2:12][CH2:13][CH2:14][CH2:15][C:16]([O:18][CH2:19][CH3:20])=[O:17])[CH2:7][CH2:6][CH2:5]2.[C:21](=O)([O-])[O-:22].[K+].[K+], predict the reaction product. The product is: [Br:1][C:2]1[CH:3]=[C:4]2[C:9](=[C:10]([CH:21]=[O:22])[CH:11]=1)[N:8]([CH2:12][CH2:13][CH2:14][CH2:15][C:16]([O:18][CH2:19][CH3:20])=[O:17])[CH2:7][CH2:6][CH2:5]2. (4) Given the reactants Br[C:2]1[CH2:6][CH2:5][CH2:4][C:3]=1[C:7]1[CH:8]=[C:9]([CH:15]=[CH:16][CH:17]=1)[C:10]([O:12][CH2:13][CH3:14])=[O:11].[Br:18][C:19]1[CH:20]=[C:21](B(O)O)[C:22]([O:25][CH3:26])=[N:23][CH:24]=1.C(=O)([O-])[O-].[K+].[K+], predict the reaction product. The product is: [Br:18][C:19]1[CH:20]=[C:21]([C:2]2[CH2:6][CH2:5][CH2:4][C:3]=2[C:7]2[CH:8]=[C:9]([CH:15]=[CH:16][CH:17]=2)[C:10]([O:12][CH2:13][CH3:14])=[O:11])[C:22]([O:25][CH3:26])=[N:23][CH:24]=1.